From a dataset of Reaction yield outcomes from USPTO patents with 853,638 reactions. Predict the reaction yield, written as a fraction of the theoretical maximum amount of product (1.0 means a 100% yield; for example, 0.34 means a 34% yield). (1) The reactants are [Cl:1][C:2]1[N:7]=[C:6]([NH:8][C@@H:9]2[CH2:14][CH2:13][CH2:12][N:11]([C:15]([O:17]C(C)(C)C)=O)[CH2:10]2)[C:5]2=[CH:22][CH:23]=[CH:24][N:4]2[N:3]=1.F[C:26](F)(F)[C:27](O)=O.C(N(CC)C(C)C)(C)C.C(Cl)(=O)C=C. The catalyst is ClCCl.O. The product is [Cl:1][C:2]1[N:7]=[C:6]([NH:8][C@@H:9]2[CH2:14][CH2:13][CH2:12][N:11]([C:15](=[O:17])[CH:26]=[CH2:27])[CH2:10]2)[C:5]2=[CH:22][CH:23]=[CH:24][N:4]2[N:3]=1. The yield is 0.771. (2) The reactants are O[C:2]1[CH:7]=[CH:6][C:5]([O:8][CH3:9])=[CH:4][CH:3]=1.C(N(CC)CC)C.[C:17](Cl)(=[O:24])[C:18]1[CH:23]=[CH:22][CH:21]=[CH:20][CH:19]=1.C(Cl)(Cl)Cl.[OH2:30]. The catalyst is ClCCl. The product is [C:17]([O:24][C:2]1[CH:7]=[CH:6][C:5]([O:8][CH3:9])=[CH:4][CH:3]=1)(=[O:30])[C:18]1[CH:23]=[CH:22][CH:21]=[CH:20][CH:19]=1. The yield is 0.980. (3) The product is [CH2:31]([O:33][C:34]1[CH:35]=[C:36]([C:37]2[N:39]=[C:1]([C:2]3[CH:3]=[CH:4][N:5]=[CH:6][CH:7]=3)[O:9][N:38]=2)[CH:41]=[CH:42][C:43]=1[O:44][CH2:45][CH3:46])[CH3:32]. The reactants are [C:1]([OH:9])(=O)[C:2]1[CH:7]=[CH:6][N:5]=[CH:4][CH:3]=1.C1C=CC2N(O)N=NC=2C=1.CCN=C=NCCCN(C)C.[CH2:31]([O:33][C:34]1[CH:35]=[C:36]([CH:41]=[CH:42][C:43]=1[O:44][CH2:45][CH3:46])/[C:37](=[N:39]/O)/[NH2:38])[CH3:32].C([O-])(O)=O.[Na+]. The yield is 0.260. The catalyst is CN(C=O)C. (4) The reactants are [C:1]([O:5][C:6]([NH:8][CH:9]([CH2:13][C:14]1[C:19]([CH3:20])=[CH:18][C:17]([OH:21])=[CH:16][C:15]=1[CH3:22])[C:10]([OH:12])=O)=[O:7])([CH3:4])([CH3:3])[CH3:2].[CH:23]([NH:26][CH:27]([C:29]1[NH:30][CH:31]=[C:32]([C:34]2[CH:39]=[CH:38][CH:37]=[CH:36][CH:35]=2)[N:33]=1)[CH3:28])([CH3:25])[CH3:24].ON1C2C=CC=CC=2N=N1.Cl.CN(C)CCCN=C=NCC. The catalyst is CN(C=O)C. The product is [C:1]([O:5][C:6](=[O:7])[NH:8][CH:9]([C:10](=[O:12])[N:26]([CH:23]([CH3:25])[CH3:24])[CH:27]([C:29]1[NH:30][CH:31]=[C:32]([C:34]2[CH:39]=[CH:38][CH:37]=[CH:36][CH:35]=2)[N:33]=1)[CH3:28])[CH2:13][C:14]1[C:19]([CH3:20])=[CH:18][C:17]([OH:21])=[CH:16][C:15]=1[CH3:22])([CH3:2])([CH3:3])[CH3:4]. The yield is 0.500. (5) The reactants are C(C1C=CC(OC2C=C(F)C=CC=2[N+]([O-])=O)=C(OC)C=1)C.[Br:22][C:23]1[CH:28]=[CH:27][C:26]([O:29][C:30]2[CH:35]=[CH:34][C:33]([N+:36]([O-])=O)=[CH:32][C:31]=2[F:39])=[C:25]([O:40][CH3:41])[CH:24]=1. No catalyst specified. The product is [Br:22][C:23]1[CH:28]=[CH:27][C:26]([O:29][C:30]2[CH:35]=[CH:34][C:33]([NH2:36])=[CH:32][C:31]=2[F:39])=[C:25]([O:40][CH3:41])[CH:24]=1. The yield is 0.870.